This data is from Peptide-MHC class I binding affinity with 185,985 pairs from IEDB/IMGT. The task is: Regression. Given a peptide amino acid sequence and an MHC pseudo amino acid sequence, predict their binding affinity value. This is MHC class I binding data. (1) The peptide sequence is NTFVNFNSVK. The MHC is HLA-A33:01 with pseudo-sequence HLA-A33:01. The binding affinity (normalized) is 0.376. (2) The peptide sequence is LTDSSTLLV. The MHC is HLA-B51:01 with pseudo-sequence HLA-B51:01. The binding affinity (normalized) is 0.0847.